Dataset: Reaction yield outcomes from USPTO patents with 853,638 reactions. Task: Predict the reaction yield, written as a fraction of the theoretical maximum amount of product (1.0 means a 100% yield; for example, 0.34 means a 34% yield). (1) The reactants are [Br:1][C:2]1[CH:3]=[C:4]([CH3:10])[C:5]([CH2:8][OH:9])=[N:6][CH:7]=1.C(N(CC)CC)C.[C:18]([Si:22](Cl)([CH3:24])[CH3:23])([CH3:21])([CH3:20])[CH3:19]. The product is [Br:1][C:2]1[CH:3]=[C:4]([CH3:10])[C:5]([CH2:8][O:9][Si:22]([C:18]([CH3:21])([CH3:20])[CH3:19])([CH3:24])[CH3:23])=[N:6][CH:7]=1. The yield is 1.00. The catalyst is CN(C)C=O.O. (2) The reactants are [Cl:1][C:2]1[CH:7]=[CH:6][C:5]([C:8]2[C:14]3[CH:15]=[C:16]([OH:19])[CH:17]=[CH:18][C:13]=3[N:12]3[C:20]([CH3:23])=[N:21][N:22]=[C:11]3[C@H:10]([CH2:24][C:25]([NH:27][CH2:28][CH3:29])=[O:26])[N:9]=2)=[CH:4][CH:3]=1.C(=O)([O-])[O-].[K+].[K+].CC1C=CC(S(O[CH2:47][CH2:48][O:49][CH2:50][CH2:51][NH:52][C:53]([O:55][C:56]([CH3:59])([CH3:58])[CH3:57])=[O:54])(=O)=O)=CC=1.C(OC(=O)NCCOC1C=CC2N3C(C)=NN=C3[C@H](CC(NCC)=O)N=C(C3C=CC(Cl)=CC=3)C=2C=1)(C)(C)C. The catalyst is CN(C=O)C. The product is [Cl:1][C:2]1[CH:7]=[CH:6][C:5]([C:8]2[C:14]3[CH:15]=[C:16]([O:19][CH2:47][CH2:48][O:49][CH2:50][CH2:51][NH:52][C:53](=[O:54])[O:55][C:56]([CH3:59])([CH3:58])[CH3:57])[CH:17]=[CH:18][C:13]=3[N:12]3[C:20]([CH3:23])=[N:21][N:22]=[C:11]3[C@H:10]([CH2:24][C:25]([NH:27][CH2:28][CH3:29])=[O:26])[N:9]=2)=[CH:4][CH:3]=1. The yield is 0.895. (3) The reactants are [NH2:1][C:2]1[CH:9]=[CH:8][C:5]([C:6]#[N:7])=[CH:4][CH:3]=1.[Li+].C[Si]([N-][Si](C)(C)C)(C)C.[CH:20]1([CH2:23][C:24]2[C:29]([C:30]3[CH:35]=[CH:34][N:33]=[C:32](S(C)=O)[N:31]=3)=[CH:28][N:27]=[C:26]([NH:39][CH2:40][C:41]([CH3:44])([OH:43])[CH3:42])[N:25]=2)[CH2:22][CH2:21]1. The catalyst is C1COCC1. The product is [CH:20]1([CH2:23][C:24]2[C:29]([C:30]3[CH:35]=[CH:34][N:33]=[C:32]([NH:1][C:2]4[CH:9]=[CH:8][C:5]([C:6]#[N:7])=[CH:4][CH:3]=4)[N:31]=3)=[CH:28][N:27]=[C:26]([NH:39][CH2:40][C:41]([OH:43])([CH3:42])[CH3:44])[N:25]=2)[CH2:21][CH2:22]1. The yield is 0.280. (4) The reactants are [CH:1]([C:3]1[CH:4]=[C:5]([CH:10]=[CH:11][C:12]=1[O:13][CH:14]([CH3:16])[CH3:15])[C:6]([O:8][CH3:9])=[O:7])=[O:2].[BH4-].[Li+]. The catalyst is O1CCCC1. The product is [OH:2][CH2:1][C:3]1[CH:4]=[C:5]([CH:10]=[CH:11][C:12]=1[O:13][CH:14]([CH3:16])[CH3:15])[C:6]([O:8][CH3:9])=[O:7]. The yield is 0.990. (5) The reactants are O[C:2]1C(=O)C=C(CNS(C2C=CC(C)=CC=2)(=O)=O)OC=1CO.[CH2:23]([O:30][C:31]1[C:32](=[O:50])[CH:33]=[C:34]([CH2:39][NH:40][S:41]([C:44]2[CH:49]=[CH:48][CH:47]=[CH:46][CH:45]=2)(=[O:43])=[O:42])[O:35][C:36]=1[CH2:37][OH:38])[C:24]1[CH:29]=[CH:28][CH:27]=[CH:26][CH:25]=1. No catalyst specified. The product is [CH2:23]([O:30][C:31]1[C:32](=[O:50])[CH:33]=[C:34]([CH2:39][NH:40][S:41]([C:44]2[CH:45]=[CH:46][CH:47]=[C:48]([CH3:2])[CH:49]=2)(=[O:43])=[O:42])[O:35][C:36]=1[CH2:37][OH:38])[C:24]1[CH:25]=[CH:26][CH:27]=[CH:28][CH:29]=1. The yield is 0.413. (6) The reactants are [Br:1][C:2]1[CH:3]=[C:4]2[C:9](=[CH:10][CH:11]=1)[N:8]=[C:7](O)[N:6]=[CH:5]2.P(Cl)(Cl)([Cl:15])=O. No catalyst specified. The product is [Br:1][C:2]1[CH:3]=[C:4]2[C:9](=[CH:10][CH:11]=1)[N:8]=[C:7]([Cl:15])[N:6]=[CH:5]2. The yield is 0.870.